Dataset: Full USPTO retrosynthesis dataset with 1.9M reactions from patents (1976-2016). Task: Predict the reactants needed to synthesize the given product. Given the product [Cl:22][C:23]1[CH:34]=[CH:33][C:26]([C:27]([C:2]2[CH:6]=[CH:5][S:4][C:3]=2[C:7]2[NH:11][CH:10]=[N:9][N:8]=2)=[O:28])=[CH:25][CH:24]=1, predict the reactants needed to synthesize it. The reactants are: Br[C:2]1[CH:6]=[CH:5][S:4][C:3]=1[C:7]1[NH:11][CH:10]=[N:9][N:8]=1.O1CCCC1.[Li]CCCC.[Cl:22][C:23]1[CH:34]=[CH:33][C:26]([C:27](N(OC)C)=[O:28])=[CH:25][CH:24]=1.[Cl-].[NH4+].O.